This data is from Peptide-MHC class I binding affinity with 185,985 pairs from IEDB/IMGT. The task is: Regression. Given a peptide amino acid sequence and an MHC pseudo amino acid sequence, predict their binding affinity value. This is MHC class I binding data. (1) The MHC is HLA-A02:02 with pseudo-sequence HLA-A02:02. The peptide sequence is VIRNEVNDT. The binding affinity (normalized) is 0.0851. (2) The peptide sequence is RRVRDNMTK. The MHC is HLA-A03:01 with pseudo-sequence HLA-A03:01. The binding affinity (normalized) is 0.0847.